From a dataset of Forward reaction prediction with 1.9M reactions from USPTO patents (1976-2016). Predict the product of the given reaction. (1) Given the reactants Cl.[CH:2]([C:5]1[CH:6]=[C:7]([C@@H:11]([NH2:13])[CH3:12])[CH:8]=[CH:9][CH:10]=1)([CH3:4])[CH3:3].[CH3:14][O:15][C:16](=[O:42])[C:17]([O:20][C:21]1[CH:41]=[CH:40][C:24]([CH2:25][N:26]2[C:34]3[C:29](=[CH:30][C:31]([C:35](O)=[O:36])=[CH:32][CH:33]=3)[C:28]([CH3:38])=[C:27]2[CH3:39])=[CH:23][CH:22]=1)([CH3:19])[CH3:18], predict the reaction product. The product is: [CH:2]([C:5]1[CH:6]=[C:7]([C@@H:11]([NH:13][C:35]([C:31]2[CH:30]=[C:29]3[C:34](=[CH:33][CH:32]=2)[N:26]([CH2:25][C:24]2[CH:40]=[CH:41][C:21]([O:20][C:17]([CH3:19])([CH3:18])[C:16]([O:15][CH3:14])=[O:42])=[CH:22][CH:23]=2)[C:27]([CH3:39])=[C:28]3[CH3:38])=[O:36])[CH3:12])[CH:8]=[CH:9][CH:10]=1)([CH3:4])[CH3:3]. (2) Given the reactants [F:1][C:2]1[CH:3]=[C:4]2[C:9](=[CH:10][CH:11]=1)[N:8]=[C:7]([C:12]1[CH:17]=[CH:16][CH:15]=[CH:14][C:13]=1[OH:18])[N:6]([CH2:19][CH2:20][C:21]1[CH:26]=[CH:25][CH:24]=[C:23]([F:27])[CH:22]=1)[C:5]2=[O:28].[C:29](Cl)(=[O:33])[CH:30]([CH3:32])[CH3:31], predict the reaction product. The product is: [F:1][C:2]1[CH:3]=[C:4]2[C:9](=[CH:10][CH:11]=1)[N:8]=[C:7]([C:12]1[CH:17]=[CH:16][CH:15]=[CH:14][C:13]=1[O:18][C:29](=[O:33])[CH:30]([CH3:32])[CH3:31])[N:6]([CH2:19][CH2:20][C:21]1[CH:26]=[CH:25][CH:24]=[C:23]([F:27])[CH:22]=1)[C:5]2=[O:28]. (3) Given the reactants [CH2:1]([O:3][C:4](=[O:13])[C:5]1[CH:10]=[CH:9][C:8]([OH:11])=[C:7](I)[CH:6]=1)[CH3:2].[C:14]([Cu])#[N:15], predict the reaction product. The product is: [CH2:1]([O:3][C:4](=[O:13])[C:5]1[CH:10]=[CH:9][C:8]([OH:11])=[C:7]([C:14]#[N:15])[CH:6]=1)[CH3:2]. (4) Given the reactants [NH:1]1[C:9]2[C:4](=[CH:5][CH:6]=[CH:7][C:8]=2[CH2:10][CH2:11][C:12]2[CH:21]=[CH:20][C:15]([C:16]([O:18][CH3:19])=[O:17])=[CH:14][CH:13]=2)[CH2:3][CH2:2]1.BrC1C=CC=C2C=1CN([CH2:32][CH2:33][C:34]1[CH:39]=[CH:38][CH:37]=[C:36]([O:40][CH3:41])[CH:35]=1)C2.C(C1C=CC(C(OC)=O)=CC=1)=C, predict the reaction product. The product is: [CH3:41][O:40][C:36]1[CH:35]=[C:34]([CH:39]=[CH:38][CH:37]=1)[CH2:33][CH2:32][N:1]1[CH2:2][C:3]2[C:4](=[CH:5][CH:6]=[CH:7][C:8]=2[CH2:10][CH2:11][C:12]2[CH:13]=[CH:14][C:15]([C:16]([O:18][CH3:19])=[O:17])=[CH:20][CH:21]=2)[CH2:9]1. (5) Given the reactants ClC1N=C2C(=CC=1)C=C1N2[C@H](C)CNC1=O.C(OC([C:22]1[N:31]([C@H:32]([CH3:42])[CH2:33][NH:34][C:35](OC(C)(C)C)=[O:36])[C:25]2=[N:26][C:27]([Br:30])=[CH:28][CH:29]=[C:24]2[CH:23]=1)=O)C, predict the reaction product. The product is: [Br:30][C:27]1[N:26]=[C:25]2[C:24](=[CH:29][CH:28]=1)[CH:23]=[C:22]1[N:31]2[C@H:32]([CH3:42])[CH2:33][NH:34][C:35]1=[O:36]. (6) Given the reactants [O-][N+:2]1[C:11]2[C:6](=[CH:7][CH:8]=[CH:9][CH:10]=2)[C:5]2[N:12]3[C@@H:18]([C:19]([OH:22])([CH3:21])[CH3:20])[CH2:17][O:16][CH2:15][C:13]3=[N:14][C:4]=2[CH:3]=1.[NH4+:23].[OH-].C1(C)C=CC(S(Cl)(=O)=O)=CC=1.O, predict the reaction product. The product is: [NH2:23][C:3]1[C:4]2[N:14]=[C:13]3[CH2:15][O:16][CH2:17][C@H:18]([C:19]([OH:22])([CH3:21])[CH3:20])[N:12]3[C:5]=2[C:6]2[C:11](=[CH:10][CH:9]=[CH:8][CH:7]=2)[N:2]=1. (7) Given the reactants [Cl:1][C:2]1[CH:11]=[CH:10][C:5]([C:6]([C:8]#[N:9])=O)=[CH:4][CH:3]=1.[C:12]([O:16][C:17](=[O:25])[N:18]([CH2:22][CH2:23]Cl)[CH2:19][CH2:20]Cl)([CH3:15])([CH3:14])[CH3:13].[H-].[Na+], predict the reaction product. The product is: [C:12]([O:16][C:17]([N:18]1[CH2:22][CH2:23][C:6]([C:5]2[CH:10]=[CH:11][C:2]([Cl:1])=[CH:3][CH:4]=2)([C:8]#[N:9])[CH2:20][CH2:19]1)=[O:25])([CH3:15])([CH3:14])[CH3:13]. (8) The product is: [Cl:19][C:20]1[CH:21]=[C:22]([C:10]#[C:9][CH2:8][CH:7]([NH:6][C:2]2[S:1][CH2:5][CH2:4][N:3]=2)[C:11]2[CH:16]=[CH:15][CH:14]=[C:13]([CH3:17])[C:12]=2[CH3:18])[CH:23]=[CH:24][CH:25]=1. Given the reactants [S:1]1[CH2:5][CH2:4][N:3]=[C:2]1[NH:6][CH:7]([C:11]1[CH:16]=[CH:15][CH:14]=[C:13]([CH3:17])[C:12]=1[CH3:18])[CH2:8][C:9]#[CH:10].[Cl:19][C:20]1[CH:25]=[CH:24][CH:23]=[C:22](I)[CH:21]=1.C(NCC)C, predict the reaction product.